This data is from Full USPTO retrosynthesis dataset with 1.9M reactions from patents (1976-2016). The task is: Predict the reactants needed to synthesize the given product. Given the product [C:21]([C@@H:20]([NH:19][C:10]([C:7]1[CH:6]=[C:5]([O:13][CH2:14][C:15]([F:18])([F:17])[F:16])[C:4]([CH:1]2[CH2:2][CH2:3]2)=[CH:9][N:8]=1)=[O:12])[CH2:24][CH:25]([CH3:27])[CH3:26])(=[O:22])[NH2:23], predict the reactants needed to synthesize it. The reactants are: [CH:1]1([C:4]2[C:5]([O:13][CH2:14][C:15]([F:18])([F:17])[F:16])=[CH:6][C:7]([C:10]([OH:12])=O)=[N:8][CH:9]=2)[CH2:3][CH2:2]1.[NH2:19][C@@H:20]([CH2:24][CH:25]([CH3:27])[CH3:26])[C:21]([NH2:23])=[O:22].